This data is from Catalyst prediction with 721,799 reactions and 888 catalyst types from USPTO. The task is: Predict which catalyst facilitates the given reaction. (1) Reactant: [Cl:1][C:2]1[CH:7]=[C:6]([C:8]2[CH:9]=[N:10][N:11](C(OCC)C)[CH:12]=2)[C:5]([C:18]2[CH:23]=[C:22]([F:24])[CH:21]=[C:20]([F:25])[CH:19]=2)=[C:4]([CH:26]([NH2:28])[CH3:27])[CH:3]=1.Br[C:30]1[N:38]=[CH:37][N:36]=[C:35]2[C:31]=1[N:32]=[CH:33][N:34]2C1CCCCO1.C(N(CC)C(C)C)(C)C.Cl.O. Product: [Cl:1][C:2]1[CH:7]=[C:6]([C:8]2[CH:12]=[N:11][NH:10][CH:9]=2)[C:5]([C:18]2[CH:23]=[C:22]([F:24])[CH:21]=[C:20]([F:25])[CH:19]=2)=[C:4]([CH:26]([NH:28][C:30]2[N:38]=[CH:37][N:36]=[C:35]3[C:31]=2[N:32]=[CH:33][NH:34]3)[CH3:27])[CH:3]=1. The catalyst class is: 357. (2) Reactant: [NH2:1][C:2]1[CH2:29][O:28][CH2:27][C@:4]2([C:17]3[CH:16]=[C:15]([C:18]#[C:19][C:20]4([CH3:24])[CH2:23][O:22][CH2:21]4)[CH:14]=[C:13]([F:25])[C:12]=3[O:11][C:10]3[C:5]2=[CH:6][C:7]([OH:26])=[CH:8][CH:9]=3)[N:3]=1.[CH3:30][C:31]([O:34][C:35](O[C:35]([O:34][C:31]([CH3:33])([CH3:32])[CH3:30])=[O:36])=[O:36])([CH3:33])[CH3:32].C(N(CC)CC)C. Product: [F:25][C:13]1[C:12]2[O:11][C:10]3[C:5](=[CH:6][C:7]([OH:26])=[CH:8][CH:9]=3)[C@:4]3([N:3]=[C:2]([NH:1][C:35](=[O:36])[O:34][C:31]([CH3:33])([CH3:32])[CH3:30])[CH2:29][O:28][CH2:27]3)[C:17]=2[CH:16]=[C:15]([C:18]#[C:19][C:20]2([CH3:24])[CH2:21][O:22][CH2:23]2)[CH:14]=1. The catalyst class is: 1.